Dataset: NCI-60 drug combinations with 297,098 pairs across 59 cell lines. Task: Regression. Given two drug SMILES strings and cell line genomic features, predict the synergy score measuring deviation from expected non-interaction effect. (1) Drug 1: C1CN(CCN1C(=O)CCBr)C(=O)CCBr. Drug 2: C1CNP(=O)(OC1)N(CCCl)CCCl. Cell line: HL-60(TB). Synergy scores: CSS=57.0, Synergy_ZIP=1.84, Synergy_Bliss=-3.18, Synergy_Loewe=-27.3, Synergy_HSA=-5.65. (2) Drug 2: C(CN)CNCCSP(=O)(O)O. Drug 1: C1=CC(=CC=C1C#N)C(C2=CC=C(C=C2)C#N)N3C=NC=N3. Synergy scores: CSS=2.54, Synergy_ZIP=-2.07, Synergy_Bliss=-3.58, Synergy_Loewe=0.890, Synergy_HSA=-3.42. Cell line: MALME-3M.